Dataset: Forward reaction prediction with 1.9M reactions from USPTO patents (1976-2016). Task: Predict the product of the given reaction. (1) Given the reactants N1CCOCC1.C([Li])CCC.Br[C:13]1[CH:20]=[C:19]([O:21][CH3:22])[C:18]([O:23][Si:24]([CH:31]([CH3:33])[CH3:32])([CH:28]([CH3:30])[CH3:29])[CH:25]([CH3:27])[CH3:26])=[CH:17][C:14]=1[CH:15]=[O:16].[F:34]NS(C1C=CC=CC=1)(=O)=O.Cl, predict the reaction product. The product is: [F:34][C:13]1[CH:20]=[C:19]([O:21][CH3:22])[C:18]([O:23][Si:24]([CH:31]([CH3:33])[CH3:32])([CH:28]([CH3:30])[CH3:29])[CH:25]([CH3:27])[CH3:26])=[CH:17][C:14]=1[CH:15]=[O:16]. (2) Given the reactants [C:1]1([S:7]([N:10]2[C:18]3[C:13](=[CH:14][C:15]([C:19]4[N:23]([CH3:24])[N:22]=[C:21](N)[CH:20]=4)=[CH:16][CH:17]=3)[CH:12]=[C:11]2[C:26]2[C:31]([F:32])=[CH:30][CH:29]=[CH:28][C:27]=2[F:33])(=[O:9])=[O:8])[CH:6]=[CH:5][CH:4]=[CH:3][CH:2]=1.N([O-])=O.[Na+].C([O-])(O)=O.[Na+].[BrH:43], predict the reaction product. The product is: [C:1]1([S:7]([N:10]2[C:18]3[C:13](=[CH:14][C:15]([C:19]4[N:23]([CH3:24])[N:22]=[C:21]([Br:43])[CH:20]=4)=[CH:16][CH:17]=3)[CH:12]=[C:11]2[C:26]2[C:31]([F:32])=[CH:30][CH:29]=[CH:28][C:27]=2[F:33])(=[O:9])=[O:8])[CH:6]=[CH:5][CH:4]=[CH:3][CH:2]=1. (3) Given the reactants [C:1]([O:5][C:6](=[O:39])[NH:7][CH:8]([C:34](=[O:38])[N:35]([CH3:37])[CH3:36])[CH2:9][C:10]1[CH:15]=[CH:14][C:13]([C:16]2[CH:21]=[CH:20][C:19]([CH2:22][CH2:23][C:24](=[O:33])[NH:25][O:26]C3C=CC=CC=3)=[CH:18][CH:17]=2)=[CH:12][CH:11]=1)([CH3:4])([CH3:3])[CH3:2].[H][H], predict the reaction product. The product is: [C:1]([O:5][C:6](=[O:39])[NH:7][CH:8]([C:34](=[O:38])[N:35]([CH3:37])[CH3:36])[CH2:9][C:10]1[CH:15]=[CH:14][C:13]([C:16]2[CH:21]=[CH:20][C:19]([CH2:22][CH2:23][C:24](=[O:33])[NH:25][OH:26])=[CH:18][CH:17]=2)=[CH:12][CH:11]=1)([CH3:2])([CH3:4])[CH3:3]. (4) Given the reactants [N:1]1[CH:6]=[CH:5][CH:4]=[C:3]([CH:7]=O)[CH:2]=1.[CH3:9][C@@H:10]1[CH2:15][NH:14][C@@H:13]([CH3:16])[CH2:12][N:11]1[C:17]1[CH:18]=[CH:19][C:20]2[N:21]([C:23]([C:26]([F:29])([F:28])[F:27])=[N:24][N:25]=2)[N:22]=1, predict the reaction product. The product is: [CH3:9][C@@H:10]1[CH2:15][N:14]([CH2:7][C:3]2[CH:2]=[N:1][CH:6]=[CH:5][CH:4]=2)[C@@H:13]([CH3:16])[CH2:12][N:11]1[C:17]1[CH:18]=[CH:19][C:20]2[N:21]([C:23]([C:26]([F:29])([F:28])[F:27])=[N:24][N:25]=2)[N:22]=1.